From a dataset of Reaction yield outcomes from USPTO patents with 853,638 reactions. Predict the reaction yield, written as a fraction of the theoretical maximum amount of product (1.0 means a 100% yield; for example, 0.34 means a 34% yield). (1) The reactants are [CH:1]([C:3]1[CH:15]=[CH:14][C:6]([C:7]([O:9][C:10]([CH3:13])([CH3:12])[CH3:11])=[O:8])=[CH:5][C:4]=1[C:16]([N:18]1[CH2:27][CH2:26][C:25]2[C:20](=[CH:21][CH:22]=[CH:23][CH:24]=2)[CH2:19]1)=[O:17])=[O:2].[Si:28]([O:35][CH2:36][C@@H]1CC2C(=CC=CC=2)CN1C(C1C=C(C=CC=1I)C(OC(C)(C)C)=O)=O)([C:31]([CH3:34])([CH3:33])[CH3:32])([CH3:30])[CH3:29]. No catalyst specified. The product is [Si:28]([O:35][CH2:36][C@@H:27]1[CH2:26][C:25]2[C:20](=[CH:21][CH:22]=[CH:23][CH:24]=2)[CH2:19][N:18]1[C:16]([C:4]1[CH:5]=[C:6]([CH:14]=[CH:15][C:3]=1[CH:1]=[O:2])[C:7]([O:9][C:10]([CH3:13])([CH3:12])[CH3:11])=[O:8])=[O:17])([C:31]([CH3:34])([CH3:33])[CH3:32])([CH3:30])[CH3:29]. The yield is 0.440. (2) The reactants are [N+:1]([C:4]1[CH:5]=[CH:6][C:7]2[O:11][C:10](=[O:12])[NH:9][C:8]=2[CH:13]=1)([O-])=O. The catalyst is CO.[Pd]. The product is [NH2:1][C:4]1[CH:5]=[CH:6][C:7]2[O:11][C:10](=[O:12])[NH:9][C:8]=2[CH:13]=1. The yield is 0.940. (3) The reactants are [Cl:1][C:2]1[C:7]2[C:8](=[O:24])[N:9]([CH2:13][C:14]3[CH:19]=[CH:18][C:17]([O:20][CH3:21])=[CH:16][C:15]=3[O:22][CH3:23])[C:10]([CH3:12])([CH3:11])[C:6]=2[C:5]([F:25])=[C:4](Cl)[N:3]=1.[NH2:27][C@@H:28]1[CH2:33][CH2:32][CH2:31][CH2:30][C@@H:29]1[NH:34][C:35](=[O:41])[O:36][C:37]([CH3:40])([CH3:39])[CH3:38].C(N(C(C)C)C(C)C)C. The catalyst is C(#N)C. The product is [Cl:1][C:2]1[C:7]2[C:8](=[O:24])[N:9]([CH2:13][C:14]3[CH:19]=[CH:18][C:17]([O:20][CH3:21])=[CH:16][C:15]=3[O:22][CH3:23])[C:10]([CH3:12])([CH3:11])[C:6]=2[C:5]([F:25])=[C:4]([NH:27][C@@H:28]2[CH2:33][CH2:32][CH2:31][CH2:30][C@@H:29]2[NH:34][C:35](=[O:41])[O:36][C:37]([CH3:39])([CH3:38])[CH3:40])[N:3]=1. The yield is 0.550.